From a dataset of Reaction yield outcomes from USPTO patents with 853,638 reactions. Predict the reaction yield, written as a fraction of the theoretical maximum amount of product (1.0 means a 100% yield; for example, 0.34 means a 34% yield). (1) The reactants are [F:1][C:2]1[CH:3]=[CH:4][C:5]([O:9][C:10]2[CH:15]=[CH:14][CH:13]=[CH:12][CH:11]=2)=[C:6]([CH:8]=1)[NH2:7].[C:16](Cl)(=[O:18])[CH3:17]. The catalyst is N1C=CC=CC=1. The product is [F:1][C:2]1[CH:3]=[CH:4][C:5]([O:9][C:10]2[CH:15]=[CH:14][CH:13]=[CH:12][CH:11]=2)=[C:6]([NH:7][C:16](=[O:18])[CH3:17])[CH:8]=1. The yield is 0.900. (2) The reactants are [Br:1][C:2]1[CH:7]=[CH:6][C:5](Br)=[CH:4][N:3]=1.[Li]CCCC.[O:14]=[C:15]1[CH2:20][CH2:19][N:18]([C:21]([O:23][C:24]([CH3:27])([CH3:26])[CH3:25])=[O:22])[CH2:17][CH2:16]1. The catalyst is O1CCCC1. The product is [Br:1][C:2]1[N:3]=[CH:4][C:5]([C:15]2([OH:14])[CH2:16][CH2:17][N:18]([C:21]([O:23][C:24]([CH3:26])([CH3:25])[CH3:27])=[O:22])[CH2:19][CH2:20]2)=[CH:6][CH:7]=1. The yield is 0.330. (3) The reactants are Br[C:2]1[CH:7]=[CH:6][C:5]([C:8]#[C:9][Si:10]([CH3:13])([CH3:12])[CH3:11])=[CH:4][N:3]=1.[CH3:14][C:15]1([CH3:21])[CH2:19][NH:18][C:17](=[O:20])[CH2:16]1.C(=O)([O-])[O-].[Cs+].[Cs+]. The catalyst is C1(C)C=CC=CC=1.C1C=CC(/C=C/C(/C=C/C2C=CC=CC=2)=O)=CC=1.C1C=CC(/C=C/C(/C=C/C2C=CC=CC=2)=O)=CC=1.C1C=CC(/C=C/C(/C=C/C2C=CC=CC=2)=O)=CC=1.[Pd].[Pd].CC1(C)C2C(=C(P(C3C=CC=CC=3)C3C=CC=CC=3)C=CC=2)OC2C(P(C3C=CC=CC=3)C3C=CC=CC=3)=CC=CC1=2. The product is [CH3:14][C:15]1([CH3:21])[CH2:19][N:18]([C:2]2[CH:7]=[CH:6][C:5]([C:8]#[C:9][Si:10]([CH3:13])([CH3:12])[CH3:11])=[CH:4][N:3]=2)[C:17](=[O:20])[CH2:16]1. The yield is 0.750. (4) The reactants are [NH2:1][C:2]1[CH:12]=[C:5]2[CH2:6][N:7]([CH3:11])[C:8](=[O:10])[CH2:9][N:4]2[N:3]=1.Br[C:14]1[C:15](=[O:22])[N:16]([CH3:21])[CH:17]=[C:18]([Br:20])[CH:19]=1.C(=O)([O-])[O-].[Cs+].[Cs+].CC1(C)C2C(=C(P(C3C=CC=CC=3)C3C=CC=CC=3)C=CC=2)OC2C(P(C3C=CC=CC=3)C3C=CC=CC=3)=CC=CC1=2. The catalyst is C1C=CC(/C=C/C(/C=C/C2C=CC=CC=2)=O)=CC=1.C1C=CC(/C=C/C(/C=C/C2C=CC=CC=2)=O)=CC=1.C1C=CC(/C=C/C(/C=C/C2C=CC=CC=2)=O)=CC=1.[Pd].[Pd].O1CCOCC1. The product is [Br:20][C:18]1[CH:19]=[C:14]([NH:1][C:2]2[CH:12]=[C:5]3[CH2:6][N:7]([CH3:11])[C:8](=[O:10])[CH2:9][N:4]3[N:3]=2)[C:15](=[O:22])[N:16]([CH3:21])[CH:17]=1. The yield is 0.610.